Dataset: Catalyst prediction with 721,799 reactions and 888 catalyst types from USPTO. Task: Predict which catalyst facilitates the given reaction. (1) Reactant: [Cl:1][C:2]1[CH:7]=[CH:6][C:5]([NH:8][S:9]([C:12]([F:15])([F:14])[F:13])(=[O:11])=[O:10])=[C:4]([CH:16]=O)[CH:3]=1.Cl.[F:19][C:20]([F:35])([F:34])[C:21]1[CH:29]=[C:28]([C:30]([F:33])([F:32])[F:31])[CH:27]=[CH:26][C:22]=1[CH2:23][O:24][NH2:25].CC([O-])=O.[Na+]. Product: [F:19][C:20]([F:34])([F:35])[C:21]1[CH:29]=[C:28]([C:30]([F:33])([F:31])[F:32])[CH:27]=[CH:26][C:22]=1[CH2:23][O:24][N:25]=[CH:16][C:4]1[CH:3]=[C:2]([Cl:1])[CH:7]=[CH:6][C:5]=1[NH:8][S:9]([C:12]([F:13])([F:14])[F:15])(=[O:10])=[O:11]. The catalyst class is: 14. (2) Reactant: [CH:1]1([C:4]2[O:5][C:6]([C:9]3[CH:10]=[C:11]4[C:15](=[CH:16][CH:17]=3)[N:14]([S:18]([C:21]3[CH:27]=[CH:26][C:24]([CH3:25])=[CH:23][CH:22]=3)(=[O:20])=[O:19])[CH:13]=[C:12]4B3OC(C)(C)C(C)(C)O3)=[N:7][N:8]=2)[CH2:3][CH2:2]1.Br[C:38]1[N:43]=[C:42]([CH:44]2[CH2:46][CH2:45]2)[CH:41]=[CH:40][N:39]=1.P([O-])([O-])([O-])=O.[K+].[K+].[K+].C1(P(C2CCCCC2)C2C=CC=CC=2C2C(C(C)C)=CC(C(C)C)=CC=2C(C)C)CCCCC1. Product: [CH:1]1([C:4]2[O:5][C:6]([C:9]3[CH:10]=[C:11]4[C:15](=[CH:16][CH:17]=3)[N:14]([S:18]([C:21]3[CH:22]=[CH:23][C:24]([CH3:25])=[CH:26][CH:27]=3)(=[O:19])=[O:20])[CH:13]=[C:12]4[C:38]3[N:43]=[C:42]([CH:44]4[CH2:46][CH2:45]4)[CH:41]=[CH:40][N:39]=3)=[N:7][N:8]=2)[CH2:2][CH2:3]1. The catalyst class is: 110.